This data is from Reaction yield outcomes from USPTO patents with 853,638 reactions. The task is: Predict the reaction yield, written as a fraction of the theoretical maximum amount of product (1.0 means a 100% yield; for example, 0.34 means a 34% yield). (1) The reactants are Cl[C:2]1[N:7]=[C:6]([C:8]2[S:12][C:11]([C:13]([CH3:16])([CH3:15])[CH3:14])=[N:10][C:9]=2[C:17]2[C:18]([F:35])=[C:19]([NH:23][S:24]([C:27]3[CH:32]=[C:31]([F:33])[CH:30]=[CH:29][C:28]=3[F:34])(=[O:26])=[O:25])[CH:20]=[CH:21][CH:22]=2)[CH:5]=[CH:4][N:3]=1.[Cl-].[CH3:37][Zn+]. The catalyst is C1COCC1. The product is [CH3:14][C:13]([C:11]1[S:12][C:8]([C:6]2[CH:5]=[CH:4][N:3]=[C:2]([CH3:37])[N:7]=2)=[C:9]([C:17]2[C:18]([F:35])=[C:19]([NH:23][S:24]([C:27]3[CH:32]=[C:31]([F:33])[CH:30]=[CH:29][C:28]=3[F:34])(=[O:26])=[O:25])[CH:20]=[CH:21][CH:22]=2)[N:10]=1)([CH3:16])[CH3:15]. The yield is 0.468. (2) The reactants are [F:1][C:2]1[C:7]([OH:8])=[CH:6][CH:5]=[C:4]([F:9])[C:3]=1[C:10]1[N:15]=[C:14]([C:16]([O:18][CH3:19])=[O:17])[CH:13]=[CH:12][C:11]=1[F:20].C(=O)([O-])[O-].[K+].[K+].[CH2:27](Br)[CH:28]=[CH2:29]. The catalyst is CN(C=O)C.C(OCC)(=O)C. The product is [CH2:29]([O:8][C:7]1[C:2]([F:1])=[C:3]([C:10]2[N:15]=[C:14]([C:16]([O:18][CH3:19])=[O:17])[CH:13]=[CH:12][C:11]=2[F:20])[C:4]([F:9])=[CH:5][CH:6]=1)[CH:28]=[CH2:27]. The yield is 1.00. (3) The reactants are [Br:1][C:2]1[C:3]([OH:16])=[C:4]2[C:9](=[CH:10][CH:11]=1)[N:8]([C:12](=[O:14])[CH3:13])[C@@H:7]([CH3:15])[CH2:6][CH2:5]2.[C:17]([C:20]1[CH:25]=[CH:24][C:23](B(O)O)=[CH:22][CH:21]=1)(=[O:19])[NH2:18].N1C=CC=CC=1. The catalyst is C([O-])(=O)C.[Cu+2].C([O-])(=O)C.ClCCl. The product is [C:12]([N:8]1[C:9]2[C:4](=[C:3]([O:16][C:23]3[CH:24]=[CH:25][C:20]([C:17]([NH2:18])=[O:19])=[CH:21][CH:22]=3)[C:2]([Br:1])=[CH:11][CH:10]=2)[CH2:5][CH2:6][C@@H:7]1[CH3:15])(=[O:14])[CH3:13]. The yield is 0.350. (4) The reactants are [F:1][C:2]1([F:21])[CH2:7][CH2:6][N:5]([C:8]2[C:13]3=[N:14][C:15]([C:18](O)=[O:19])=[CH:16][N:17]=[C:12]3[CH:11]=[N:10][CH:9]=2)[CH2:4][CH2:3]1.C(Cl)(=O)C(Cl)=O.C([N:30](CC)CC)C.[OH-].[NH4+]. The catalyst is CN(C)C=O.ClCCl. The product is [F:1][C:2]1([F:21])[CH2:7][CH2:6][N:5]([C:8]2[C:13]3=[N:14][C:15]([C:18]([NH2:30])=[O:19])=[CH:16][N:17]=[C:12]3[CH:11]=[N:10][CH:9]=2)[CH2:4][CH2:3]1. The yield is 0.130. (5) The reactants are [CH2:1]([OH:8])[C:2]1[CH:7]=[CH:6][CH:5]=[CH:4][CH:3]=1.Cl[S:10]([N:13]=[C:14]=[O:15])(=[O:12])=[O:11].[CH:16]([O:19][CH2:20][CH2:21][NH2:22])([CH3:18])[CH3:17].Cl. The catalyst is ClCCl.C(OCC)(=O)C.N1C=CC=CC=1. The product is [CH:16]([O:19][CH2:20][CH2:21][NH:22][S:10]([NH:13][C:14](=[O:15])[O:8][CH2:1][C:2]1[CH:7]=[CH:6][CH:5]=[CH:4][CH:3]=1)(=[O:12])=[O:11])([CH3:18])[CH3:17]. The yield is 0.890.